This data is from Forward reaction prediction with 1.9M reactions from USPTO patents (1976-2016). The task is: Predict the product of the given reaction. (1) Given the reactants [O:1]1[CH2:6][CH2:5][C:4](=[O:7])[CH2:3][CH2:2]1.[Li+].CC([N-]C(C)C)C.C(NC(C)C)(C)C.[Li]CCCC.CN(P(N(C)C)(N(C)C)=O)C.[CH2:39]([O:41][C:42](=[O:45])C#N)[CH3:40], predict the reaction product. The product is: [O:7]=[C:4]1[CH2:5][CH2:6][O:1][CH2:2][CH:3]1[C:42]([O:41][CH2:39][CH3:40])=[O:45]. (2) Given the reactants [NH2:1][C:2]1[C:3]([NH:23][C:24]2[CH:25]=[C:26]([N:30]([CH3:38])[C:31](=[O:37])[O:32][C:33]([CH3:36])([CH3:35])[CH3:34])[CH:27]=[CH:28][CH:29]=2)=[N:4][CH:5]=[N:6][C:7]=1[N:8]([CH2:16][C:17]1[CH:22]=[CH:21][CH:20]=[CH:19][CH:18]=1)[CH2:9][C:10]1[CH:15]=[CH:14][CH:13]=[CH:12][CH:11]=1.Cl[C:40](Cl)([O:42]C(=O)OC(Cl)(Cl)Cl)Cl, predict the reaction product. The product is: [CH2:16]([N:8]([CH2:9][C:10]1[CH:11]=[CH:12][CH:13]=[CH:14][CH:15]=1)[C:7]1[N:6]=[CH:5][N:4]=[C:3]2[C:2]=1[NH:1][C:40](=[O:42])[N:23]2[C:24]1[CH:25]=[C:26]([N:30]([CH3:38])[C:31](=[O:37])[O:32][C:33]([CH3:34])([CH3:35])[CH3:36])[CH:27]=[CH:28][CH:29]=1)[C:17]1[CH:22]=[CH:21][CH:20]=[CH:19][CH:18]=1. (3) Given the reactants [F:1][CH2:2][C:3]1[N:8]=[C:7]([NH:9][C:10]2[S:11][C:12]3[CH2:18][CH2:17][N:16]([CH2:19][CH2:20][O:21][CH3:22])[C:15]4=[N:23][N:24](CC5C=CC(OC)=CC=5)[CH:25]=[C:14]4[C:13]=3[N:35]=2)[CH:6]=[CH:5][CH:4]=1, predict the reaction product. The product is: [F:1][CH2:2][C:3]1[N:8]=[C:7]([NH:9][C:10]2[S:11][C:12]3[CH2:18][CH2:17][N:16]([CH2:19][CH2:20][O:21][CH3:22])[C:15]4[NH:23][N:24]=[CH:25][C:14]=4[C:13]=3[N:35]=2)[CH:6]=[CH:5][CH:4]=1. (4) Given the reactants [CH3:1][C:2]1[CH:7]=[CH:6][C:5]([NH:8][C:9](=[O:26])[C:10]2[CH:15]=[C:14]([C:16]([F:19])([F:18])[F:17])[CH:13]=[C:12]([N:20]3[CH:24]=[C:23]([CH3:25])[N:22]=[CH:21]3)[CH:11]=2)=[CH:4][C:3]=1[NH:27][C:28]([N:30]1[C:34]2[N:35]=[CH:36][N:37]=[C:38](Cl)[C:33]=2[CH:32]=[CH:31]1)=[O:29].[NH2:40][C:41]1[CH:42]=[C:43]([CH:47]=[CH:48][CH:49]=1)[C:44]([NH2:46])=[O:45], predict the reaction product. The product is: [CH3:1][C:2]1[CH:7]=[CH:6][C:5]([NH:8][C:9](=[O:26])[C:10]2[CH:15]=[C:14]([C:16]([F:19])([F:18])[F:17])[CH:13]=[C:12]([N:20]3[CH:24]=[C:23]([CH3:25])[N:22]=[CH:21]3)[CH:11]=2)=[CH:4][C:3]=1[NH:27][C:28]([N:30]1[C:34]2[N:35]=[CH:36][N:37]=[C:38]([NH:40][C:41]3[CH:49]=[CH:48][CH:47]=[C:43]([C:44](=[O:45])[NH2:46])[CH:42]=3)[C:33]=2[CH:32]=[CH:31]1)=[O:29]. (5) Given the reactants F[C:2]1[CH:7]=[C:6]([F:8])[CH:5]=[CH:4][C:3]=1[N+:9]([O-])=O.[CH3:12][O:13][C@@H:14]1[CH2:17][C@H:16]([NH2:18])[CH2:15]1.CCN(C(C)C)C(C)C, predict the reaction product. The product is: [F:8][C:6]1[CH:7]=[C:2]([NH:18][C@H:16]2[CH2:17][C@@H:14]([O:13][CH3:12])[CH2:15]2)[C:3]([NH2:9])=[CH:4][CH:5]=1. (6) Given the reactants [Li][CH3:2].[Li+].[Br-].C[Si](Cl)(C)C.[CH2:10]([O:12][C:13](=[O:30])/[CH:14]=[CH:15]/[C@H:16]1[CH2:20][O:19][C:18]([CH3:22])([CH3:21])[N:17]1[C:23]([O:25][C:26]([CH3:29])([CH3:28])[CH3:27])=[O:24])[CH3:11].[Cl-].[NH4+].[OH-].[NH4+], predict the reaction product. The product is: [CH2:10]([O:12][C:13](=[O:30])[CH2:14][C@H:15]([C@H:16]1[CH2:20][O:19][C:18]([CH3:22])([CH3:21])[N:17]1[C:23]([O:25][C:26]([CH3:29])([CH3:28])[CH3:27])=[O:24])[CH3:2])[CH3:11]. (7) Given the reactants [H-].[Na+].[N:3]1[NH:4][N:5]=[N:6][C:7]=1[C:8]1[CH:13]=[CH:12][N:11]2[CH:14]=[CH:15][N:16]=[C:10]2[CH:9]=1.[F:17][C:18]([F:29])([F:28])[CH2:19]OS(C(F)(F)F)(=O)=O.C1OCCOCCOCCOCCOCCOC1, predict the reaction product. The product is: [F:17][C:18]([F:29])([F:28])[CH2:19][N:5]1[N:4]=[N:3][C:7]([C:8]2[CH:13]=[CH:12][N:11]3[CH:14]=[CH:15][N:16]=[C:10]3[CH:9]=2)=[N:6]1. (8) Given the reactants [C:1]([C:3]1[C:8](=[O:9])[N:7]([CH2:10][C:11]2[CH:16]=[CH:15][C:14]([CH3:17])=[CH:13][C:12]=2[CH3:18])[C:6]([C:19]2[CH:24]=[CH:23][C:22]([C:25]3[CH:30]=[CH:29][CH:28]=[C:27](/[CH:31]=[CH:32]/[C:33]([O:35][CH3:36])=[O:34])[CH:26]=3)=[CH:21][CH:20]=2)=[CH:5][C:4]=1[C:37]([F:40])([F:39])[F:38])#[N:2].[H][H], predict the reaction product. The product is: [C:1]([C:3]1[C:8](=[O:9])[N:7]([CH2:10][C:11]2[CH:16]=[CH:15][C:14]([CH3:17])=[CH:13][C:12]=2[CH3:18])[C:6]([C:19]2[CH:24]=[CH:23][C:22]([C:25]3[CH:30]=[CH:29][CH:28]=[C:27]([CH2:31][CH2:32][C:33]([O:35][CH3:36])=[O:34])[CH:26]=3)=[CH:21][CH:20]=2)=[CH:5][C:4]=1[C:37]([F:40])([F:39])[F:38])#[N:2].